The task is: Predict the reactants needed to synthesize the given product.. This data is from Full USPTO retrosynthesis dataset with 1.9M reactions from patents (1976-2016). (1) Given the product [CH2:6]([O:8][C:9](=[O:19])[C:10]1[CH:15]=[C:14]([O:16][CH3:17])[N:13]=[C:12]([NH:5][C@H:1]([CH2:3][CH3:4])[CH3:2])[CH:11]=1)[CH3:7], predict the reactants needed to synthesize it. The reactants are: [C@@H:1]([NH2:5])([CH2:3][CH3:4])[CH3:2].[CH2:6]([O:8][C:9](=[O:19])[C:10]1[CH:15]=[C:14]([O:16][CH3:17])[N:13]=[C:12](Cl)[CH:11]=1)[CH3:7].C(=O)([O-])[O-].[Cs+].[Cs+]. (2) Given the product [CH3:12][O:11][C:9]1[CH:8]=[CH:7][C:4]([CH:5]=[C:33]([Br:34])[Br:32])=[C:3]([O:2][CH3:1])[CH:10]=1, predict the reactants needed to synthesize it. The reactants are: [CH3:1][O:2][C:3]1[CH:10]=[C:9]([O:11][CH3:12])[CH:8]=[CH:7][C:4]=1[CH:5]=O.C1(P(C2C=CC=CC=2)C2C=CC=CC=2)C=CC=CC=1.[Br:32][C:33](Br)(Br)[Br:34]. (3) The reactants are: [C:1]([C:3]1[CH:4]=[N:5][CH:6]=[CH:7][CH:8]=1)#[N:2].P([O-])([O-])([O-])=[O:10].[K+].[K+].[K+].Cl. Given the product [C:1]([NH2:2])(=[O:10])[C:3]1[CH:8]=[CH:7][CH:6]=[N:5][CH:4]=1, predict the reactants needed to synthesize it.